From a dataset of Reaction yield outcomes from USPTO patents with 853,638 reactions. Predict the reaction yield, written as a fraction of the theoretical maximum amount of product (1.0 means a 100% yield; for example, 0.34 means a 34% yield). (1) The reactants are [NH:1]1[CH:5]=[C:4]([C:6]2[C:7]([C:12]3[CH:17]=[CH:16][CH:15]=[CH:14][CH:13]=3)=[N:8][O:9][C:10]=2[CH3:11])[N:3]=[CH:2]1.[C:18]([NH:25][C:26]1[CH:31]=[CH:30][C:29](B(O)O)=[CH:28][CH:27]=1)([O:20][C:21]([CH3:24])([CH3:23])[CH3:22])=[O:19]. No catalyst specified. The product is [C:21]([O:20][C:18](=[O:19])[NH:25][C:26]1[CH:27]=[CH:28][C:29]([N:1]2[CH:5]=[C:4]([C:6]3[C:7]([C:12]4[CH:13]=[CH:14][CH:15]=[CH:16][CH:17]=4)=[N:8][O:9][C:10]=3[CH3:11])[N:3]=[CH:2]2)=[CH:30][CH:31]=1)([CH3:24])([CH3:22])[CH3:23]. The yield is 0.0500. (2) The reactants are [Li+].[OH-].[OH:3][CH2:4][CH2:5][CH2:6][C:7]#[C:8][C:9]1[CH:18]=[CH:17][C:12]([C:13]([O:15]C)=[O:14])=[CH:11][CH:10]=1.CCOC(C)=O. The catalyst is O.C1COCC1. The product is [OH:3][CH2:4][CH2:5][CH2:6][C:7]#[C:8][C:9]1[CH:10]=[CH:11][C:12]([C:13]([OH:15])=[O:14])=[CH:17][CH:18]=1. The yield is 0.930. (3) The reactants are [H-].[Na+].[CH2:3]([OH:6])[CH2:4][OH:5].[Br:7][C:8]1[CH:9]=[C:10]2[C:15](=[CH:16][CH:17]=1)[N:14]=[CH:13][CH:12]=[C:11]2Cl. The catalyst is CN(C)C=O. The product is [Br:7][C:8]1[CH:9]=[C:10]2[C:15](=[CH:16][CH:17]=1)[N:14]=[CH:13][CH:12]=[C:11]2[O:5][CH2:4][CH2:3][OH:6]. The yield is 0.210. (4) The reactants are [CH:1]([C:3]1[CH:4]=[C:5]([CH:10]=[CH:11][CH:12]=1)[C:6]([O:8][CH3:9])=[O:7])=O.Cl.[NH2:14][OH:15].N1C=CC=CC=1. The catalyst is CCO. The product is [OH:15][N:14]=[CH:1][C:3]1[CH:4]=[C:5]([CH:10]=[CH:11][CH:12]=1)[C:6]([O:8][CH3:9])=[O:7]. The yield is 1.00. (5) The reactants are [CH2:1]([C:5]1[N:6]=[C:7]([CH2:27][OH:28])[NH:8][C:9](=[O:26])[C:10]=1[CH2:11][C:12]1[CH:17]=[CH:16][C:15]([C:18]2[C:19]([C:24]#[N:25])=[CH:20][CH:21]=[CH:22][CH:23]=2)=[CH:14][CH:13]=1)[CH2:2][CH2:3][CH3:4].C(=O)([O-])[O-].[Cs+].[Cs+].Br.Br[CH2:37][C:38]1[CH:43]=[CH:42][CH:41]=[CH:40][N:39]=1.CN(C)C=O. The catalyst is C(OCC)(=O)C. The product is [CH2:1]([C:5]1[N:6]=[C:7]([CH2:27][OH:28])[N:8]([CH2:37][C:38]2[CH:43]=[CH:42][CH:41]=[CH:40][N:39]=2)[C:9](=[O:26])[C:10]=1[CH2:11][C:12]1[CH:17]=[CH:16][C:15]([C:18]2[C:19]([C:24]#[N:25])=[CH:20][CH:21]=[CH:22][CH:23]=2)=[CH:14][CH:13]=1)[CH2:2][CH2:3][CH3:4]. The yield is 0.500. (6) The reactants are C(OC([N:8]1[CH2:13][CH2:12][CH2:11][CH2:10][CH:9]1[C:14]([C:16]1[O:17][C:18]([C:21]2[CH:26]=[CH:25][C:24]([F:27])=[CH:23][CH:22]=2)=[CH:19][CH:20]=1)=O)=O)(C)(C)C.O.NN.[OH-].[K+].O. The catalyst is C(O)COCCO. The product is [F:27][C:24]1[CH:23]=[CH:22][C:21]([C:18]2[O:17][C:16]([CH2:14][CH:9]3[CH2:10][CH2:11][CH2:12][CH2:13][NH:8]3)=[CH:20][CH:19]=2)=[CH:26][CH:25]=1. The yield is 0.630. (7) The reactants are [C:1]([O:5][C:6]([N:8]1[CH2:13][CH2:12][N:11]([C:14]2[CH:19]=[CH:18][C:17]([OH:20])=[CH:16][CH:15]=2)[CH2:10][CH2:9]1)=[O:7])([CH3:4])([CH3:3])[CH3:2].Br[CH2:22][C:23]1[CH:28]=[CH:27][CH:26]=[CH:25][CH:24]=1.C([O-])([O-])=O.[K+].[K+].O. The catalyst is CN(C=O)C. The product is [C:1]([O:5][C:6]([N:8]1[CH2:13][CH2:12][N:11]([C:14]2[CH:15]=[CH:16][C:17]([O:20][CH2:22][C:23]3[CH:28]=[CH:27][CH:26]=[CH:25][CH:24]=3)=[CH:18][CH:19]=2)[CH2:10][CH2:9]1)=[O:7])([CH3:4])([CH3:2])[CH3:3]. The yield is 0.920. (8) The reactants are [CH:1]([C:3]1[S:7][C:6]([NH:8][C:9](=[O:11])[CH3:10])=[N:5][CH:4]=1)=O.[C:12]1([C:18]2([OH:24])[CH2:23][CH2:22][NH:21][CH2:20][CH2:19]2)[CH:17]=[CH:16][CH:15]=[CH:14][CH:13]=1. No catalyst specified. The product is [OH:24][C:18]1([C:12]2[CH:17]=[CH:16][CH:15]=[CH:14][CH:13]=2)[CH2:23][CH2:22][N:21]([CH2:1][C:3]2[S:7][C:6]([NH:8][C:9](=[O:11])[CH3:10])=[N:5][CH:4]=2)[CH2:20][CH2:19]1. The yield is 0.310. (9) The reactants are [CH:1]1([NH:6][C:7]2[N:12]=[C:11]([C:13]3[C:14]([C:28]4[CH:33]=[CH:32][C:31]([F:34])=[CH:30][CH:29]=4)=[N:15][N:16]4[C:21]([CH3:22])=[C:20]([C:23]([O:25]CC)=[O:24])[CH:19]=[CH:18][C:17]=34)[CH:10]=[CH:9][N:8]=2)[CH2:5][CH2:4][CH2:3][CH2:2]1.[OH-].[Li+]. The catalyst is O1CCOCC1. The product is [CH:1]1([NH:6][C:7]2[N:12]=[C:11]([C:13]3[C:14]([C:28]4[CH:29]=[CH:30][C:31]([F:34])=[CH:32][CH:33]=4)=[N:15][N:16]4[C:21]([CH3:22])=[C:20]([C:23]([OH:25])=[O:24])[CH:19]=[CH:18][C:17]=34)[CH:10]=[CH:9][N:8]=2)[CH2:2][CH2:3][CH2:4][CH2:5]1. The yield is 0.820. (10) The reactants are [CH:1]1([CH2:4][O:5][C:6](=[O:24])[CH:7]([C:12]2[CH:17]=[CH:16][C:15]([NH2:18])=[C:14]([O:19][CH2:20][CH:21]3[CH2:23][CH2:22]3)[CH:13]=2)[CH2:8][CH:9]([CH3:11])[CH3:10])[CH2:3][CH2:2]1.[Cl:25]N1C(=O)CCC1=O.C(=O)([O-])[O-].[K+].[K+]. The catalyst is C(Cl)(Cl)Cl. The product is [CH:1]1([CH2:4][O:5][C:6](=[O:24])[CH:7]([C:12]2[CH:13]=[C:14]([O:19][CH2:20][CH:21]3[CH2:23][CH2:22]3)[C:15]([NH2:18])=[C:16]([Cl:25])[CH:17]=2)[CH2:8][CH:9]([CH3:11])[CH3:10])[CH2:3][CH2:2]1. The yield is 0.360.